This data is from Forward reaction prediction with 1.9M reactions from USPTO patents (1976-2016). The task is: Predict the product of the given reaction. (1) Given the reactants [Si]=[O:2].NCCC[Si:7]([O:14]CC)([O:11]CC)[O:8]CC.[Al+3:17].[Cl-].[Cl-].[Cl-], predict the reaction product. The product is: [Si:7]([O-:14])([O-:2])([O-:11])[O-:8].[Al+3:17].[Si:7]([O-:14])([O-:2])([O-:11])[O-:8].[Si:7]([O-:14])([O-:2])([O-:11])[O-:8].[Al+3:17].[Al+3:17].[Al+3:17]. (2) Given the reactants [CH3:1][C:2]1[N:3]([C:7]2[CH:12]=[CH:11][C:10]([NH:13][C:14]3[N:15]=[C:16]([NH:24][CH2:25][C@H:26]4[CH2:30][CH2:29][CH2:28][O:27]4)[C:17]4[CH2:23][NH:22][CH2:21][CH2:20][C:18]=4[N:19]=3)=[CH:9][CH:8]=2)[CH:4]=[CH:5][N:6]=1.[C:31](O)(=O)C.C=O.C([BH3-])#N.[Na+], predict the reaction product. The product is: [CH3:31][N:22]1[CH2:21][CH2:20][C:18]2[N:19]=[C:14]([NH:13][C:10]3[CH:9]=[CH:8][C:7]([N:3]4[CH:4]=[CH:5][N:6]=[C:2]4[CH3:1])=[CH:12][CH:11]=3)[N:15]=[C:16]([NH:24][CH2:25][C@H:26]3[CH2:30][CH2:29][CH2:28][O:27]3)[C:17]=2[CH2:23]1. (3) Given the reactants [Cl:1][C:2]1[CH:17]=[CH:16][C:5]([O:6][C:7]2[CH:8]=[C:9]([C:13](=[O:15])[CH3:14])[CH:10]=[CH:11][CH:12]=2)=[C:4]([N+:18]([O-:20])=[O:19])[CH:3]=1.[BH4-].[Na+], predict the reaction product. The product is: [Cl:1][C:2]1[CH:17]=[CH:16][C:5]([O:6][C:7]2[CH:8]=[C:9]([CH:13]([OH:15])[CH3:14])[CH:10]=[CH:11][CH:12]=2)=[C:4]([N+:18]([O-:20])=[O:19])[CH:3]=1. (4) Given the reactants [CH2:1]([O:8][C:9]1[CH:14]=[CH:13][C:12](B(O)O)=[CH:11][CH:10]=1)[C:2]1[CH:7]=[CH:6][CH:5]=[CH:4][CH:3]=1.Br/[CH:19]=[CH:20]/[C:21]([F:24])([F:23])[F:22].C(=O)([O-])[O-].[Cs+].[Cs+], predict the reaction product. The product is: [CH2:1]([O:8][C:9]1[CH:14]=[CH:13][C:12](/[CH:19]=[CH:20]/[C:21]([F:24])([F:23])[F:22])=[CH:11][CH:10]=1)[C:2]1[CH:7]=[CH:6][CH:5]=[CH:4][CH:3]=1.